Dataset: TCR-epitope binding with 47,182 pairs between 192 epitopes and 23,139 TCRs. Task: Binary Classification. Given a T-cell receptor sequence (or CDR3 region) and an epitope sequence, predict whether binding occurs between them. The epitope is QASQEVKNW. The TCR CDR3 sequence is CASSALAGGYNEQFF. Result: 0 (the TCR does not bind to the epitope).